Dataset: NCI-60 drug combinations with 297,098 pairs across 59 cell lines. Task: Regression. Given two drug SMILES strings and cell line genomic features, predict the synergy score measuring deviation from expected non-interaction effect. Drug 1: CC(CN1CC(=O)NC(=O)C1)N2CC(=O)NC(=O)C2. Drug 2: C1CC(=O)NC(=O)C1N2C(=O)C3=CC=CC=C3C2=O. Cell line: CCRF-CEM. Synergy scores: CSS=68.2, Synergy_ZIP=8.02, Synergy_Bliss=9.84, Synergy_Loewe=6.85, Synergy_HSA=10.3.